This data is from Catalyst prediction with 721,799 reactions and 888 catalyst types from USPTO. The task is: Predict which catalyst facilitates the given reaction. (1) Reactant: [CH3:1][C:2]1[S:6][C:5]2[NH:7][C:8]3[CH:9]=[CH:10][CH:11]=[CH:12][C:13]=3[N:14]=[C:15]([N:16]3[CH2:21][CH2:20][N:19]([CH3:22])[CH2:18][CH2:17]3)[C:4]=2[CH:3]=1.[C:23]([OH:27])(=[O:26])[CH2:24][OH:25]. Product: [CH3:1][C:2]1[S:6][C:5]2[NH:7][C:8]3[CH:9]=[CH:10][CH:11]=[CH:12][C:13]=3[N:14]=[C:15]([N:16]3[CH2:17][CH2:18][N:19]([CH3:22])[CH2:20][CH2:21]3)[C:4]=2[CH:3]=1.[C:23]([O-:27])(=[O:26])[CH2:24][OH:25]. The catalyst class is: 21. (2) Reactant: [NH:1]1[C:9]2[C:4](=[CH:5][C:6]([NH:10][C:11]3[CH:16]=[CH:15][N:14]=[C:13]([C:17]4[CH:18]=[C:19]([CH:36]=[CH:37][CH:38]=4)[C:20]([NH:22][CH:23]4[CH2:28][CH2:27][N:26](C(OC(C)(C)C)=O)[CH2:25][CH2:24]4)=[O:21])[N:12]=3)=[CH:7][CH:8]=2)[CH:3]=[N:2]1.[ClH:39]. Product: [ClH:39].[NH:1]1[C:9]2[C:4](=[CH:5][C:6]([NH:10][C:11]3[CH:16]=[CH:15][N:14]=[C:13]([C:17]4[CH:18]=[C:19]([CH:36]=[CH:37][CH:38]=4)[C:20]([NH:22][CH:23]4[CH2:24][CH2:25][NH:26][CH2:27][CH2:28]4)=[O:21])[N:12]=3)=[CH:7][CH:8]=2)[CH:3]=[N:2]1. The catalyst class is: 5. (3) Reactant: [C:1]1([CH:7]2[O:11][CH2:10][N:9]([C:12](=[O:25])[C:13]3[CH:18]=[C:17]([O:19][CH3:20])[C:16]([O:21][CH3:22])=[C:15]([O:23][CH3:24])[CH:14]=3)[CH:8]2[C:26](O)=[O:27])[CH:6]=[CH:5][CH:4]=[CH:3][CH:2]=1.[C:29]1([CH:35]([C:42]2[CH:47]=[CH:46][CH:45]=[CH:44][CH:43]=2)[N:36]2[CH2:41][CH2:40][NH:39][CH2:38][CH2:37]2)[CH:34]=[CH:33][CH:32]=[CH:31][CH:30]=1.C([N:51](CC)C(C)C)(C)C.C1CN([P+](ON2N=NC3C=CC=CC2=3)(N2CCCC2)N2CCCC2)CC1.F[P-](F)(F)(F)(F)F. Product: [CH:35]([N:36]1[CH2:37][CH2:38][N:39]([NH:51][C:26]([CH:8]2[CH:7]([C:1]3[CH:2]=[CH:3][CH:4]=[CH:5][CH:6]=3)[O:11][CH2:10][N:9]2[C:12](=[O:25])[C:13]2[CH:18]=[C:17]([O:19][CH3:20])[C:16]([O:21][CH3:22])=[C:15]([O:23][CH3:24])[CH:14]=2)=[O:27])[CH2:40][CH2:41]1)([C:29]1[CH:30]=[CH:31][CH:32]=[CH:33][CH:34]=1)[C:42]1[CH:47]=[CH:46][CH:45]=[CH:44][CH:43]=1. The catalyst class is: 2. (4) Reactant: [Br:1][C:2]1[CH:3]=[N:4][N:5]2[CH:10]=[CH:9][C:8]([NH:11][C@@H:12]([CH:25]([CH3:27])[CH3:26])[CH2:13][N:14]3C(=O)C4C(=CC=CC=4)C3=O)=[N:7][C:6]=12.CNN. Product: [Br:1][C:2]1[CH:3]=[N:4][N:5]2[CH:10]=[CH:9][C:8]([NH:11][C@@H:12]([CH:25]([CH3:27])[CH3:26])[CH2:13][NH2:14])=[N:7][C:6]=12. The catalyst class is: 5. (5) Reactant: [Cl:1][C:2]1[CH:3]=[CH:4][C:5]([OH:10])=[C:6]([CH:9]=1)[CH:7]=[O:8].Cl[CH2:12][N:13]1[C:17]2[CH:18]=[CH:19][CH:20]=[CH:21][C:16]=2[N:15]=[N:14]1.C([O-])([O-])=O.[K+].[K+]. Product: [N:13]1([CH2:12][O:10][C:5]2[CH:4]=[CH:3][C:2]([Cl:1])=[CH:9][C:6]=2[CH:7]=[O:8])[C:17]2[CH:18]=[CH:19][CH:20]=[CH:21][C:16]=2[N:15]=[N:14]1. The catalyst class is: 3.